From a dataset of CYP2D6 inhibition data for predicting drug metabolism from PubChem BioAssay. Regression/Classification. Given a drug SMILES string, predict its absorption, distribution, metabolism, or excretion properties. Task type varies by dataset: regression for continuous measurements (e.g., permeability, clearance, half-life) or binary classification for categorical outcomes (e.g., BBB penetration, CYP inhibition). Dataset: cyp2d6_veith. (1) The compound is Cc1noc(C)c1-c1ccc2ncnc(NCc3cccs3)c2c1. The result is 1 (inhibitor). (2) The molecule is CCOC(=O)c1c(-c2cccc(C)c2)csc1NC(=O)c1c(-c2ccccc2)noc1C. The result is 0 (non-inhibitor). (3) The drug is CC(NC(=O)Cn1cnc([N+](=O)[O-])n1)c1ccccc1. The result is 0 (non-inhibitor). (4) The result is 0 (non-inhibitor). The molecule is Cc1nc(CN2CCCCC2)c(O)c(=O)[nH]1. (5) The molecule is CCN(CC)S(=O)(=O)c1cc(-c2nn(C)c(=O)c3ccccc23)ccc1C. The result is 0 (non-inhibitor).